This data is from Forward reaction prediction with 1.9M reactions from USPTO patents (1976-2016). The task is: Predict the product of the given reaction. (1) The product is: [OH:22][C:21]1[C:16]([NH:15][CH:11]2[CH2:12][CH2:13][N:8]([C:6]([O:5][C:1]([CH3:4])([CH3:3])[CH3:2])=[O:7])[CH2:9][CH2:10]2)=[N:17][CH:18]=[CH:19][CH:20]=1. Given the reactants [C:1]([O:5][C:6]([N:8]1[CH2:13][CH2:12][C:11](=O)[CH2:10][CH2:9]1)=[O:7])([CH3:4])([CH3:3])[CH3:2].[NH2:15][C:16]1[C:21]([OH:22])=[CH:20][CH:19]=[CH:18][N:17]=1.S([O-])([O-])(=O)=O.[Na+].[Na+].C(O[BH-](OC(=O)C)OC(=O)C)(=O)C.[Na+], predict the reaction product. (2) Given the reactants [CH3:1][C:2]1[CH:7]=[C:6]([CH3:8])[CH:5]=[CH:4][C:3]=1[N:9]([CH2:29][CH:30]([CH3:32])[CH3:31])[S:10]([C:13]1[CH:18]=[CH:17][C:16]([CH:19]([N+:26]([O-])=O)[CH2:20][CH2:21][C:22]([O:24]C)=O)=[CH:15][CH:14]=1)(=[O:12])=[O:11].[H][H], predict the reaction product. The product is: [CH3:1][C:2]1[CH:7]=[C:6]([CH3:8])[CH:5]=[CH:4][C:3]=1[N:9]([CH2:29][CH:30]([CH3:31])[CH3:32])[S:10]([C:13]1[CH:18]=[CH:17][C:16]([CH:19]2[CH2:20][CH2:21][C:22](=[O:24])[NH:26]2)=[CH:15][CH:14]=1)(=[O:12])=[O:11]. (3) Given the reactants [I-].[Cl:2][C:3]1[N:8]=[CH:7][C:6]([CH2:9][N+:10]2[C:11]3[N:12]([N:19]=[C:20]([S:22][CH3:23])[N:21]=3)[C:13](SC)=[CH:14][C:15]=2[CH3:16])=[CH:5][CH:4]=1.C([O-])(=O)C.[Na+].Cl.[OH:30][NH2:31].O, predict the reaction product. The product is: [Cl:2][C:3]1[N:8]=[CH:7][C:6]([CH2:9][N:10]2[C:15]([CH3:16])=[CH:14][C:13](=[N:31][OH:30])[N:12]3[N:19]=[C:20]([S:22][CH3:23])[N:21]=[C:11]23)=[CH:5][CH:4]=1. (4) The product is: [Cl:43][C:38]1[CH:37]=[C:36]([NH:35][C:15]2[C:14]3[C:19](=[CH:20][C:21]([O:22][CH2:23][CH2:24][CH2:25][N:26]4[CH2:31][C:30](=[O:32])[O:29][C:28]([CH3:34])([CH3:33])[CH2:27]4)=[C:12]([NH:11][C:1]([CH:2]=[CH2:3])=[O:4])[CH:13]=3)[N:18]=[CH:17][N:16]=2)[CH:41]=[CH:40][C:39]=1[F:42]. Given the reactants [C:1](O)(=[O:4])[CH:2]=[CH2:3].C(Cl)(=O)C=C.[NH2:11][C:12]1[CH:13]=[C:14]2[C:19](=[CH:20][C:21]=1[O:22][CH2:23][CH2:24][CH2:25][N:26]1[CH2:31][C:30](=[O:32])[O:29][C:28]([CH3:34])([CH3:33])[CH2:27]1)[N:18]=[CH:17][N:16]=[C:15]2[NH:35][C:36]1[CH:41]=[CH:40][C:39]([F:42])=[C:38]([Cl:43])[CH:37]=1.C(=O)=O.CC(C)=O.[OH-].[Na+], predict the reaction product. (5) Given the reactants C1(C)C=CC(C([C@@](C(O)=O)(O)[C@@](C(C2C=CC(C)=CC=2)=O)(O)C(O)=O)=O)=CC=1.[CH2:29]([N:36]1[CH2:41][CH2:40][C@@H:39]([CH3:42])[C@@H:38]([NH:43][CH3:44])[CH2:37]1)[C:30]1[CH:35]=[CH:34][CH:33]=[CH:32][CH:31]=1.[CH2:29]([N:36]1[CH2:41][CH2:40][C@@H:39]([CH3:42])[C@@H:38]([NH:43][CH3:44])[CH2:37]1)[C:30]1[CH:31]=[CH:32][CH:33]=[CH:34][CH:35]=1.[OH-].[Na+].[CH3:75][C:74]([O:73][C:71](O[C:71]([O:73][C:74]([CH3:77])([CH3:76])[CH3:75])=[O:72])=[O:72])([CH3:77])[CH3:76], predict the reaction product. The product is: [CH2:29]([N:36]1[CH2:41][CH2:40][C@@H:39]([CH3:42])[C@@H:38]([N:43]([CH3:44])[C:71](=[O:72])[O:73][C:74]([CH3:75])([CH3:76])[CH3:77])[CH2:37]1)[C:30]1[CH:31]=[CH:32][CH:33]=[CH:34][CH:35]=1.